Dataset: Catalyst prediction with 721,799 reactions and 888 catalyst types from USPTO. Task: Predict which catalyst facilitates the given reaction. (1) Product: [Br:33][CH2:1][C:2]1[CH:11]=[CH:10][C:5]([C:6]([O:8][CH3:9])=[O:7])=[CH:4][C:3]=1[N+:12]([O-:14])=[O:13]. Reactant: [CH3:1][C:2]1[CH:11]=[CH:10][C:5]([C:6]([O:8][CH3:9])=[O:7])=[CH:4][C:3]=1[N+:12]([O-:14])=[O:13].C(OOC(=O)C1C=CC=CC=1)(=O)C1C=CC=CC=1.[Br:33]N1C(=O)CCC1=O. The catalyst class is: 53. (2) Reactant: [C:1]([NH:4][C:5]1[CH:10]=[CH:9][CH:8]=[CH:7][C:6]=1OS(C1C=CC(C)=CC=1)(=O)=O)(=[O:3])[CH3:2].[CH2:22]([N:24]([CH2:28][CH3:29])[CH2:25][C:26]#[CH:27])[CH3:23]. Product: [CH2:22]([N:24]([CH2:28][CH3:29])[CH2:25][C:26]#[C:27][C:6]1[CH:7]=[CH:8][CH:9]=[CH:10][C:5]=1[NH:4][C:1](=[O:3])[CH3:2])[CH3:23]. The catalyst class is: 243. (3) Reactant: [CH:1]([C:4]1[N:8]=[C:7]([CH2:9][CH2:10][NH:11]C(=O)OC(C)(C)C)[O:6][N:5]=1)([CH3:3])[CH3:2].[ClH:19]. Product: [ClH:19].[CH:1]([C:4]1[N:8]=[C:7]([CH2:9][CH2:10][NH2:11])[O:6][N:5]=1)([CH3:3])[CH3:2]. The catalyst class is: 4. (4) Reactant: Br[CH2:2][C:3]1[CH:8]=[CH:7][C:6]([C:9]([C:11]2[CH:16]=[CH:15][C:14]([O:17][CH3:18])=[CH:13][CH:12]=2)=[O:10])=[CH:5][CH:4]=1.[P:19]([O:26]CC)([O:23][CH2:24][CH3:25])[O:20][CH2:21][CH3:22]. Product: [CH3:18][O:17][C:14]1[CH:15]=[CH:16][C:11]([C:9]([C:6]2[CH:7]=[CH:8][C:3]([CH2:2][P:19](=[O:26])([O:23][CH2:24][CH3:25])[O:20][CH2:21][CH3:22])=[CH:4][CH:5]=2)=[O:10])=[CH:12][CH:13]=1. The catalyst class is: 18. (5) Reactant: [N:1]1([CH2:10][C@@H:11](O)[CH2:12][O:13][CH2:14][C:15]2[CH:20]=[CH:19][CH:18]=[CH:17][CH:16]=2)[C:5]2[CH:6]=[CH:7][CH:8]=[CH:9][C:4]=2[N:3]=[CH:2]1.C1(P(C2C=CC=CC=2)C2C=CC=CC=2)C=CC=CC=1.C1(P([N:55]=[N+:56]=[N-:57])(C2C=CC=CC=2)=O)C=CC=CC=1.CCOC(/N=N/C(OCC)=O)=O. Product: [N:55]([C@H:11]([CH2:12][O:13][CH2:14][C:15]1[CH:20]=[CH:19][CH:18]=[CH:17][CH:16]=1)[CH2:10][N:1]1[C:5]2[CH:6]=[CH:7][CH:8]=[CH:9][C:4]=2[N:3]=[CH:2]1)=[N+:56]=[N-:57]. The catalyst class is: 1. (6) Reactant: [OH:1][CH2:2][CH2:3][N:4]([C:6]1[O:7][CH2:8][C:9](=[O:16])[C:10]=1[C:11]([O:13][CH2:14][CH3:15])=[O:12])[CH3:5].C(N(C(C)C)CC)(C)C.[CH3:26][O:27][CH2:28][CH2:29][O:30][CH2:31]Cl. Product: [CH3:26][O:27][CH2:28][CH2:29][O:30][CH2:31][O:1][CH2:2][CH2:3][N:4]([C:6]1[O:7][CH2:8][C:9](=[O:16])[C:10]=1[C:11]([O:13][CH2:14][CH3:15])=[O:12])[CH3:5]. The catalyst class is: 46. (7) Reactant: B(Br)(Br)Br.C[O:6][C:7]1[C:16]([S:17][CH3:18])=[CH:15][C:14]2[C:9](=[CH:10][CH:11]=[C:12]([CH:19]([CH3:24])[CH2:20][CH2:21][CH2:22][CH3:23])[CH:13]=2)[CH:8]=1. Product: [CH3:24][CH:19]([C:12]1[CH:13]=[C:14]2[C:9](=[CH:10][CH:11]=1)[CH:8]=[C:7]([OH:6])[C:16]([S:17][CH3:18])=[CH:15]2)[CH2:20][CH2:21][CH2:22][CH3:23]. The catalyst class is: 4.